The task is: Predict the reaction yield, written as a fraction of the theoretical maximum amount of product (1.0 means a 100% yield; for example, 0.34 means a 34% yield).. This data is from Reaction yield outcomes from USPTO patents with 853,638 reactions. (1) The reactants are Br[C:2]1[C:15]2[N:14]3[CH:16]=[CH:17][N:18]=[C:13]3[C:12]3[CH:11]=[CH:10][CH:9]=[CH:8][C:7]=3[C:6]=2[CH:5]=[CH:4][CH:3]=1.[C:19](=O)([O-])[O-].[K+].[K+].[C:38]1(P([C:38]2[CH:43]=[CH:42][CH:41]=[CH:40][CH:39]=2)[C:38]2[CH:43]=[CH:42][CH:41]=[CH:40][CH:39]=2)[CH:43]=[CH:42][CH:41]=[CH:40][CH:39]=1.CO[CH2:46][CH2:47]OC. The catalyst is C(Cl)Cl.CC([O-])=O.CC([O-])=O.[Pd+2]. The product is [CH:46]([C:38]1[CH:39]=[CH:40][C:41]([C:2]2[C:15]3[N:14]4[CH:16]=[CH:17][N:18]=[C:13]4[C:12]4[CH:11]=[CH:10][CH:9]=[CH:8][C:7]=4[C:6]=3[CH:5]=[CH:4][CH:3]=2)=[CH:42][CH:43]=1)([CH3:47])[CH3:19]. The yield is 0.770. (2) The reactants are CO[C:3]1O[C:5](OC)=[CH:6][CH:7]=1.[CH3:10][O:11][C:12]([C:14]1[N:15]=[N:16][N:17]([CH2:20][C:21]2[CH:26]=[C:25]([C:27]([F:30])([F:29])[F:28])[CH:24]=[C:23]([C:31]([F:34])([F:33])[F:32])[CH:22]=2)[C:18]=1[NH2:19])=[O:13]. The catalyst is C(O)(=O)C.O. The product is [CH3:10][O:11][C:12]([C:14]1[N:15]=[N:16][N:17]([CH2:20][C:21]2[CH:22]=[C:23]([C:31]([F:34])([F:32])[F:33])[CH:24]=[C:25]([C:27]([F:29])([F:28])[F:30])[CH:26]=2)[C:18]=1[N:19]1[CH:3]=[CH:7][CH:6]=[CH:5]1)=[O:13]. The yield is 1.00. (3) The reactants are [Br:1][C:2]1[C:3](=[O:9])[NH:4][C:5]([Cl:8])=[N:6][CH:7]=1.[H-].[Na+].[Br-].[Li+].Br[CH2:15][C:16]1[C:17]([C:22]#[N:23])=[CH:18][CH:19]=[CH:20][CH:21]=1. The catalyst is COCCOC.CCOC(C)=O.CN(C=O)C. The product is [Br:1][C:2]1[C:3](=[O:9])[N:4]([CH2:15][C:16]2[CH:21]=[CH:20][CH:19]=[CH:18][C:17]=2[C:22]#[N:23])[C:5]([Cl:8])=[N:6][CH:7]=1. The yield is 0.340. (4) The reactants are [CH2:1]([O:3][C:4]([CH2:6][N:7]1[C:12](=[O:13])[CH:11]=[CH:10][C:9]([C:14]([OH:16])=O)=[CH:8]1)=[O:5])[CH3:2].[N:17]1[CH:22]=[CH:21][CH:20]=[C:19]([C:23]2[CH:27]=[C:26]([C:28]([F:31])([F:30])[F:29])[N:25]([C:32]3[CH:33]=[CH:34][C:35]([NH2:38])=[N:36][CH:37]=3)[N:24]=2)[CH:18]=1. The catalyst is C(Cl)(=O)C(Cl)=O.CN(C)C=O.N1C=CC=CC=1.C(OCC)(=O)C. The product is [CH2:1]([O:3][C:4](=[O:5])[CH2:6][N:7]1[CH:8]=[C:9]([C:14](=[O:16])[NH:38][C:35]2[CH:34]=[CH:33][C:32]([N:25]3[C:26]([C:28]([F:30])([F:31])[F:29])=[CH:27][C:23]([C:19]4[CH:18]=[N:17][CH:22]=[CH:21][CH:20]=4)=[N:24]3)=[CH:37][N:36]=2)[CH:10]=[CH:11][C:12]1=[O:13])[CH3:2]. The yield is 0.480.